Dataset: Forward reaction prediction with 1.9M reactions from USPTO patents (1976-2016). Task: Predict the product of the given reaction. (1) Given the reactants [C:1]1([CH:7]2[CH2:12][CH2:11][N:10]([CH2:13][C:14]3[O:18][C:17]([NH:19][C:20](=[O:26])[O:21][C:22]([CH3:25])([CH3:24])[CH3:23])=[N:16][CH:15]=3)[CH2:9][CH2:8]2)[CH:6]=[CH:5][CH:4]=[CH:3][CH:2]=1.[H-].[Na+].[CH2:29](I)[CH3:30], predict the reaction product. The product is: [CH2:29]([N:19]([C:17]1[O:18][C:14]([CH2:13][N:10]2[CH2:11][CH2:12][CH:7]([C:1]3[CH:6]=[CH:5][CH:4]=[CH:3][CH:2]=3)[CH2:8][CH2:9]2)=[CH:15][N:16]=1)[C:20](=[O:26])[O:21][C:22]([CH3:23])([CH3:25])[CH3:24])[CH3:30]. (2) Given the reactants Br[C:2]1[N:10]([CH2:11][O:12][CH2:13][CH2:14][Si:15]([CH3:18])([CH3:17])[CH3:16])[C:9]2[C:8](=[O:19])[N:7]([CH2:20][CH2:21][CH:22]([OH:24])[CH3:23])[C:6](=[O:25])[N:5]([CH3:26])[C:4]=2[N:3]=1.[F:27][C:28]([F:38])([F:37])[O:29][C:30]1[CH:31]=[C:32]([OH:36])[CH:33]=[CH:34][CH:35]=1.C(=O)([O-])[O-].[K+].[K+], predict the reaction product. The product is: [OH:24][CH:22]([CH3:23])[CH2:21][CH2:20][N:7]1[C:8](=[O:19])[C:9]2[N:10]([CH2:11][O:12][CH2:13][CH2:14][Si:15]([CH3:18])([CH3:17])[CH3:16])[C:2]([O:36][C:32]3[CH:33]=[CH:34][CH:35]=[C:30]([O:29][C:28]([F:27])([F:37])[F:38])[CH:31]=3)=[N:3][C:4]=2[N:5]([CH3:26])[C:6]1=[O:25].